This data is from Catalyst prediction with 721,799 reactions and 888 catalyst types from USPTO. The task is: Predict which catalyst facilitates the given reaction. (1) Reactant: [CH3:1]C(C)([O-])C.[K+].[CH2:7]([O:9][CH:10]([O:12][C:13]1[CH:14]=[C:15]2[C:20](=[CH:21][CH:22]=1)[CH:19]=[C:18]([CH:23]=O)[CH:17]=[CH:16]2)[CH3:11])[CH3:8].O. Product: [CH2:7]([O:9][CH:10]([O:12][C:13]1[CH:14]=[C:15]2[C:20](=[CH:21][CH:22]=1)[CH:19]=[C:18]([CH:23]=[CH2:1])[CH:17]=[CH:16]2)[CH3:11])[CH3:8]. The catalyst class is: 307. (2) Reactant: Cl[C:2]1[C:7]([N+:8]([O-:10])=[O:9])=[CH:6][C:5]([Cl:11])=[CH:4][N:3]=1.[CH:12]1([C:18]2[NH:19][CH:20]=[CH:21][N:22]=2)[CH2:17][CH2:16][CH2:15][CH2:14][CH2:13]1.[I-].[Na+]. Product: [Cl:11][C:5]1[CH:6]=[C:7]([N+:8]([O-:10])=[O:9])[C:2]([N:19]2[CH:20]=[CH:21][N:22]=[C:18]2[CH:12]2[CH2:17][CH2:16][CH2:15][CH2:14][CH2:13]2)=[N:3][CH:4]=1. The catalyst class is: 9. (3) Reactant: [F:1][C:2]1[CH:7]=[C:6]([O:8][CH2:9][CH2:10][N:11]2[CH2:16][CH2:15][CH2:14][CH2:13][CH2:12]2)[CH:5]=[C:4]([F:17])[C:3]=1[N:18]1[CH2:23][CH2:22][N:21](C(=O)C)[CH2:20][CH2:19]1.[ClH:27]. Product: [ClH:27].[ClH:27].[F:1][C:2]1[CH:7]=[C:6]([O:8][CH2:9][CH2:10][N:11]2[CH2:12][CH2:13][CH2:14][CH2:15][CH2:16]2)[CH:5]=[C:4]([F:17])[C:3]=1[N:18]1[CH2:19][CH2:20][NH:21][CH2:22][CH2:23]1. The catalyst class is: 1. (4) Reactant: [O:1]1[CH2:6][CH2:5][N:4]([C:7]2[CH:31]=[CH:30][C:10]3[NH:11][C:12]([C:14]4[C:22]5[C:17](=[CH:18][CH:19]=[C:20]([NH2:23])[CH:21]=5)[N:16]([CH:24]5[CH2:29][CH2:28][CH2:27][CH2:26][O:25]5)[N:15]=4)=[N:13][C:9]=3[CH:8]=2)[CH2:3][CH2:2]1.N1(O)C2C=CC=CC=2N=N1.C(Cl)CCl.C(=O)(O)[O-].[Na+].[CH:51]1([C:54](O)=[O:55])[CH2:53][CH2:52]1. Product: [O:1]1[CH2:2][CH2:3][N:4]([C:7]2[CH:31]=[CH:30][C:10]3[NH:11][C:12]([C:14]4[C:22]5[C:17](=[CH:18][CH:19]=[C:20]([NH:23][C:54]([CH:51]6[CH2:53][CH2:52]6)=[O:55])[CH:21]=5)[N:16]([CH:24]5[CH2:29][CH2:28][CH2:27][CH2:26][O:25]5)[N:15]=4)=[N:13][C:9]=3[CH:8]=2)[CH2:5][CH2:6]1. The catalyst class is: 3. (5) Reactant: [NH2:1][C:2]1[CH:3]=[CH:4][C:5]([O:17][CH3:18])=[C:6]([C:8]#[C:9][C:10]2[CH:11]=[N:12][C:13]([NH2:16])=[N:14][CH:15]=2)[CH:7]=1.[F:19][C:20]([F:33])([F:32])[C:21]1[CH:26]=[CH:25][C:24]([CH2:27][CH2:28][C:29](O)=[O:30])=[CH:23][CH:22]=1.CN(C(ON1N=NC2C=CC=NC1=2)=[N+](C)C)C.F[P-](F)(F)(F)(F)F.CCN(C(C)C)C(C)C. Product: [NH2:16][C:13]1[N:14]=[CH:15][C:10]([C:9]#[C:8][C:6]2[CH:7]=[C:2]([NH:1][C:29](=[O:30])[CH2:28][CH2:27][C:24]3[CH:23]=[CH:22][C:21]([C:20]([F:32])([F:33])[F:19])=[CH:26][CH:25]=3)[CH:3]=[CH:4][C:5]=2[O:17][CH3:18])=[CH:11][N:12]=1. The catalyst class is: 136. (6) Reactant: [Br:1][C:2]1[CH:3]=[C:4]2[C:9](=[CH:10][CH:11]=1)[N:8]=[CH:7][CH:6]=[C:5]2[Cl:12].Cl.C(OCC)C. Product: [ClH:12].[Br:1][C:2]1[CH:3]=[C:4]2[C:9](=[CH:10][CH:11]=1)[N:8]=[CH:7][CH:6]=[C:5]2[Cl:12]. The catalyst class is: 1. (7) Reactant: [Br:1][C:2]1[CH:3]=[C:4]2[C:9](=[CH:10][CH:11]=1)[CH2:8][NH:7][CH2:6][CH2:5]2.[Br:12][C:13]1[CH:14]=[CH:15][CH:16]=[C:17]2[C:22]=1[CH2:21][NH:20][CH2:19][CH2:18]2.CCN(C(C)C)C(C)C.[O:32]([C:40]([O:42][C:43]([CH3:46])([CH3:45])[CH3:44])=[O:41])[C:33]([O:35][C:36]([CH3:39])([CH3:38])[CH3:37])=O. Product: [Br:1][C:2]1[CH:3]=[C:4]2[C:9](=[CH:10][CH:11]=1)[CH2:8][N:7]([C:33]([O:35][C:36]([CH3:39])([CH3:38])[CH3:37])=[O:32])[CH2:6][CH2:5]2.[Br:12][C:13]1[CH:14]=[CH:15][CH:16]=[C:17]2[C:22]=1[CH2:21][N:20]([C:40]([O:42][C:43]([CH3:44])([CH3:45])[CH3:46])=[O:41])[CH2:19][CH2:18]2. The catalyst class is: 1.